From a dataset of Full USPTO retrosynthesis dataset with 1.9M reactions from patents (1976-2016). Predict the reactants needed to synthesize the given product. (1) Given the product [F:1][C:2]1[CH:7]=[CH:6][C:5]([C:8](=[O:10])[CH2:9][OH:14])=[CH:4][CH:3]=1, predict the reactants needed to synthesize it. The reactants are: [F:1][C:2]1[CH:7]=[CH:6][C:5]([C:8](=[O:10])[CH3:9])=[CH:4][CH:3]=1.FC(F)(F)C(OI(C1C=CC=CC=1)OC(=O)C(F)(F)F)=[O:14].O.FC(F)(F)C(O)=O. (2) Given the product [CH2:48]([O:50][C:51](=[O:54])[CH2:52][NH:53][C:16]([C:13]1[CH:12]=[CH:11][C:10]([C:19]2[CH:24]=[CH:23][CH:22]=[CH:21][CH:20]=2)=[CH:15][CH:14]=1)=[O:18])[CH3:49], predict the reactants needed to synthesize it. The reactants are: CCN(C(C)C)C(C)C.[C:10]1([C:19]2[CH:24]=[CH:23][CH:22]=[CH:21][CH:20]=2)[CH:15]=[CH:14][C:13]([C:16]([OH:18])=O)=[CH:12][CH:11]=1.C1C=CC2N(O)N=NC=2C=1.CCN=C=NCCCN(C)C.Cl.Cl.[CH2:48]([O:50][C:51](=[O:54])[CH2:52][NH2:53])[CH3:49]. (3) Given the product [CH:1]1([CH2:4][CH2:5][N:6]2[C:11]3[C:10](=[CH:15][CH:14]=[CH:13][N:12]=3)[C:9]([OH:16])=[C:20]([C:21]([NH:40][CH2:41][C:42]([OH:44])=[O:43])=[O:22])[C:7]2=[O:17])[CH2:2][CH2:3]1, predict the reactants needed to synthesize it. The reactants are: [CH:1]1([CH2:4][CH2:5][N:6]2[C:11]3[N:12]=[CH:13][CH:14]=[CH:15][C:10]=3[C:9](=[O:16])O[C:7]2=[O:17])[CH2:3][CH2:2]1.C([C:20](CC)(C([O-])=O)[C:21]([O-])=[O:22])C.N12CCCN=C1CCCCC2.[NH2:40][CH2:41][C:42]([OH:44])=[O:43].[OH-].[Na+]. (4) Given the product [CH3:8][N:7]1[C:9](=[O:12])[C:10]2[N:11]([C:20]3[CH:19]=[CH:18][CH:17]=[C:16]([CH3:15])[CH:21]=3)[C:2]([Cl:1])=[N:3][C:4]=2[N:5]([CH3:14])[C:6]1=[O:13], predict the reactants needed to synthesize it. The reactants are: [Cl:1][C:2]1[NH:11][C:10]2[C:9](=[O:12])[N:7]([CH3:8])[C:6](=[O:13])[N:5]([CH3:14])[C:4]=2[N:3]=1.[CH3:15][C:16]1[CH:17]=[C:18](OB(O)O)[CH:19]=[CH:20][CH:21]=1.N1C=CC=CC=1. (5) Given the product [CH3:7][O:8][C:9]([C:11]1[CH:12]=[CH:13][CH:14]=[C:15]2[O:20][CH2:19][CH2:18][N:17]([CH3:1])[C:16]=12)=[O:10], predict the reactants needed to synthesize it. The reactants are: [C:1]([O-])([O-])=O.[K+].[K+].[CH3:7][O:8][C:9]([C:11]1[CH:12]=[CH:13][CH:14]=[C:15]2[O:20][CH2:19][CH2:18][NH:17][C:16]=12)=[O:10].CI.O. (6) Given the product [Cl:12][C:13]1[CH:18]=[CH:17][CH:16]=[C:15]([Cl:19])[C:14]=1[N:20]1[CH:31]=[CH:30][C:23]2[N:24]=[C:25]([NH:42][C:43]3[CH:48]=[CH:47][C:46]([N:49]4[CH2:54][CH2:53][N:52]([C:55]([O:57][C:58]([CH3:61])([CH3:60])[CH3:59])=[O:56])[CH2:51][CH2:50]4)=[CH:45][CH:44]=3)[N:26]=[CH:27][C:22]=2[C:21]1=[O:32], predict the reactants needed to synthesize it. The reactants are: C1C=C(Cl)C=C(C(OO)=O)C=1.[Cl:12][C:13]1[CH:18]=[CH:17][CH:16]=[C:15]([Cl:19])[C:14]=1[N:20]1[CH:31]=[CH:30][C:23]2[N:24]=[C:25](SC)[N:26]=[CH:27][C:22]=2[C:21]1=[O:32].CCN(C(C)C)C(C)C.[NH2:42][C:43]1[CH:48]=[CH:47][C:46]([N:49]2[CH2:54][CH2:53][N:52]([C:55]([O:57][C:58]([CH3:61])([CH3:60])[CH3:59])=[O:56])[CH2:51][CH2:50]2)=[CH:45][CH:44]=1. (7) Given the product [CH3:18][C:17]1([CH3:22])[NH:1][C:2]2[S:3][C:4]([C:10]3[CH:11]=[CH:12][N:13]=[CH:14][CH:15]=3)=[CH:5][C:6]=2[C:7](=[O:8])[NH:9]1, predict the reactants needed to synthesize it. The reactants are: [NH2:1][C:2]1[S:3][C:4]([C:10]2[CH:15]=[CH:14][N:13]=[CH:12][CH:11]=2)=[CH:5][C:6]=1[C:7]([NH2:9])=[O:8].O.[C:17]1(C)[CH:22]=CC(S(O)(=O)=O)=C[CH:18]=1.CC(C)=O. (8) Given the product [OH:12][C:2]1[CH:10]=[C:9]2[C:5]([CH:6]=[N:7][NH:8]2)=[CH:4][CH:3]=1, predict the reactants needed to synthesize it. The reactants are: N[C:2]1[CH:10]=[C:9]2[C:5]([CH:6]=[N:7][NH:8]2)=[CH:4][CH:3]=1.N([O-])=[O:12].[Na+].C([O-])([O-])=O.[Na+].[Na+]. (9) Given the product [CH3:1][O:3][C:4]([CH:5]1[C:13](=[O:14])[CH2:12][C:9]2([CH2:11][CH2:10]2)[NH:8][C:6]1=[O:7])=[O:15], predict the reactants needed to synthesize it. The reactants are: [CH2:1]([O:3][C:4](=[O:15])[CH2:5][C:6]([NH:8][C:9]1([CH2:12][CH:13]=[O:14])[CH2:11][CH2:10]1)=[O:7])C.[Na].